Regression. Given a peptide amino acid sequence and an MHC pseudo amino acid sequence, predict their binding affinity value. This is MHC class I binding data. From a dataset of Peptide-MHC class I binding affinity with 185,985 pairs from IEDB/IMGT. (1) The peptide sequence is QEGVSVTVT. The MHC is HLA-B44:02 with pseudo-sequence HLA-B44:02. The binding affinity (normalized) is 0.0711. (2) The peptide sequence is RPSTKNFFEL. The MHC is HLA-A33:01 with pseudo-sequence HLA-A33:01. The binding affinity (normalized) is 0.0245.